Dataset: Reaction yield outcomes from USPTO patents with 853,638 reactions. Task: Predict the reaction yield, written as a fraction of the theoretical maximum amount of product (1.0 means a 100% yield; for example, 0.34 means a 34% yield). (1) The reactants are [CH2:1]([S:3]([C:6]1[CH:13]=[CH:12][C:11]([N+:14]([O-])=O)=[CH:10][C:7]=1[C:8]#[N:9])(=[O:5])=[O:4])[CH3:2].[C:17](O)(=[O:19])[CH3:18].C(OC(=O)C)(=O)C. The catalyst is [Fe]. The product is [C:8]([C:7]1[CH:10]=[C:11]([NH:14][C:17](=[O:19])[CH3:18])[CH:12]=[CH:13][C:6]=1[S:3]([CH2:1][CH3:2])(=[O:5])=[O:4])#[N:9]. The yield is 0.830. (2) The reactants are [Br:1][CH:2]([CH2:19][CH2:20][CH2:21]Br)[C:3]([NH:5][CH:6]1[CH2:11][CH2:10][N:9]([C:12]([O:14][C:15]([CH3:18])([CH3:17])[CH3:16])=[O:13])[CH2:8][CH2:7]1)=[O:4].[H-].[Na+]. The catalyst is CN(C=O)C. The product is [Br:1][CH:2]1[CH2:19][CH2:20][CH2:21][N:5]([CH:6]2[CH2:11][CH2:10][N:9]([C:12]([O:14][C:15]([CH3:18])([CH3:17])[CH3:16])=[O:13])[CH2:8][CH2:7]2)[C:3]1=[O:4]. The yield is 0.750. (3) The product is [C:1]1([C@@H:7]([N@:9]2[CH2:11][CH:10]2[CH:12]=[O:13])[CH3:8])[CH:2]=[CH:3][CH:4]=[CH:5][CH:6]=1. The catalyst is C(Cl)Cl. The yield is 0.810. The reactants are [C:1]1([C@@H:7]([N@:9]2[CH2:11][CH:10]2[CH2:12][OH:13])[CH3:8])[CH:6]=[CH:5][CH:4]=[CH:3][CH:2]=1.CS(C)=O.C(Cl)(=O)C(Cl)=O.CCN(C(C)C)C(C)C. (4) The reactants are [CH2:1]([O:3][C:4](=[O:17])[C:5](=O)[CH2:6][C:7]([C:9]1[CH:14]=[N:13][C:12]([CH3:15])=[CH:11][N:10]=1)=O)[CH3:2].[NH:18]([C:20]1[CH:21]=[CH:22][C:23]([CH3:26])=[N:24][CH:25]=1)[NH2:19].Cl.C(=O)([O-])O.[Na+]. The catalyst is C(O)C.C(Cl)(Cl)Cl.C(O)(=O)C. The product is [CH2:1]([O:3][C:4]([C:5]1[CH:6]=[C:7]([C:9]2[CH:14]=[N:13][C:12]([CH3:15])=[CH:11][N:10]=2)[N:18]([C:20]2[CH:25]=[N:24][C:23]([CH3:26])=[CH:22][CH:21]=2)[N:19]=1)=[O:17])[CH3:2]. The yield is 0.280. (5) The reactants are [Cl:1][C:2]1[C:7]([Cl:8])=[CH:6][CH:5]=[CH:4][C:3]=1[CH2:9][N:10]1[C:14]2[CH:15]=[C:16]([N:23]3[CH2:28][CH2:27][O:26][CH2:25][CH2:24]3)[CH:17]=[C:18]([C:19]([O:21]C)=[O:20])[C:13]=2[N:12]=[C:11]1[C:29]([F:32])([F:31])[F:30].[OH-].[Li+]. The catalyst is O1CCCC1. The product is [Cl:1][C:2]1[C:7]([Cl:8])=[CH:6][CH:5]=[CH:4][C:3]=1[CH2:9][N:10]1[C:14]2[CH:15]=[C:16]([N:23]3[CH2:24][CH2:25][O:26][CH2:27][CH2:28]3)[CH:17]=[C:18]([C:19]([OH:21])=[O:20])[C:13]=2[N:12]=[C:11]1[C:29]([F:30])([F:32])[F:31]. The yield is 0.0457.